The task is: Predict the product of the given reaction.. This data is from Forward reaction prediction with 1.9M reactions from USPTO patents (1976-2016). (1) Given the reactants [CH3:1][N:2]1[C:7](=[O:8])[C:6]([C:9]2[CH:14]=[CH:13][C:12]([O:15][C:16]3[CH:21]=[CH:20][N:19]=[C:18]([C:22]4[CH:23]=[N:24][N:25]([CH3:27])[CH:26]=4)[CH:17]=3)=[C:11]([CH3:28])[N:10]=2)=[CH:5][N:4]=[C:3]1SC.[CH:31]([NH2:34])([CH3:33])[CH3:32], predict the reaction product. The product is: [CH:31]([NH:34][C:3]1[N:2]([CH3:1])[C:7](=[O:8])[C:6]([C:9]2[CH:14]=[CH:13][C:12]([O:15][C:16]3[CH:21]=[CH:20][N:19]=[C:18]([C:22]4[CH:23]=[N:24][N:25]([CH3:27])[CH:26]=4)[CH:17]=3)=[C:11]([CH3:28])[N:10]=2)=[CH:5][N:4]=1)([CH3:33])[CH3:32]. (2) Given the reactants [Li+].[BH4-].C([O:5][C:6](=O)[CH2:7][C:8]1[CH:13]=[CH:12][C:11]([C:14]#[N:15])=[C:10]([O:16][CH3:17])[CH:9]=1)C.O, predict the reaction product. The product is: [OH:5][CH2:6][CH2:7][C:8]1[CH:13]=[CH:12][C:11]([C:14]#[N:15])=[C:10]([O:16][CH3:17])[CH:9]=1. (3) The product is: [C:44]([C:48]1[CH:49]=[CH:50][C:51]([CH2:52][N:53]([CH2:54][CH2:55][CH2:56][CH:57]=[CH2:58])[C:10]([C:8]2[CH:7]=[CH:6][CH:5]=[C:4]3[C:9]=2[NH:1][CH:2]=[CH:3]3)=[O:12])=[CH:59][CH:60]=1)([CH3:47])([CH3:45])[CH3:46]. Given the reactants [NH:1]1[C:9]2[C:4](=[CH:5][CH:6]=[CH:7][C:8]=2[C:10]([OH:12])=O)[CH:3]=[CH:2]1.CN(C(ON1N=NC2C=CC=CC1=2)=[N+](C)C)C.[B-](F)(F)(F)F.C(N(CC)C(C)C)(C)C.[C:44]([C:48]1[CH:60]=[CH:59][C:51]([CH2:52][NH:53][CH2:54][CH2:55][CH2:56][CH:57]=[CH2:58])=[CH:50][CH:49]=1)([CH3:47])([CH3:46])[CH3:45], predict the reaction product. (4) Given the reactants Cl[C:2]1[C:3]2[C:4](=[N:8][N:9]([CH2:11][C:12]3[CH:17]=[CH:16][C:15]([CH2:18][N:19]4[CH:24]=[CH:23][CH:22]=[CH:21][C:20]4=[O:25])=[CH:14][CH:13]=3)[CH:10]=2)[N:5]=[CH:6][N:7]=1.[NH3:26], predict the reaction product. The product is: [NH2:26][C:2]1[C:3]2[C:4](=[N:8][N:9]([CH2:11][C:12]3[CH:17]=[CH:16][C:15]([CH2:18][N:19]4[CH:24]=[CH:23][CH:22]=[CH:21][C:20]4=[O:25])=[CH:14][CH:13]=3)[CH:10]=2)[N:5]=[CH:6][N:7]=1. (5) Given the reactants Cl[C:2]1[NH:3][CH:4]=[CH:5][C:6]=1[N+:7]([O-:9])=[O:8].[CH2:10]([SH:12])[CH3:11].C(N(C(C)C)C(C)C)C, predict the reaction product. The product is: [CH2:10]([S:12][C:2]1[NH:3][CH:4]=[CH:5][C:6]=1[N+:7]([O-:9])=[O:8])[CH3:11]. (6) Given the reactants [CH2:1]([N:3]1[C@@H:8]([CH3:9])[C:7](=[O:10])[NH:6][C:5]2[CH:11]=[C:12]([CH2:15]O)[CH:13]=[N:14][C:4]1=2)[CH3:2].[Cl:17][C:18]1[CH:23]=[CH:22][C:21]([C:24]2[CH2:25][CH2:26][NH:27][CH2:28][CH:29]=2)=[CH:20][CH:19]=1, predict the reaction product. The product is: [Cl:17][C:18]1[CH:23]=[CH:22][C:21]([C:24]2[CH2:29][CH2:28][N:27]([CH2:15][C:12]3[CH:13]=[N:14][C:4]4[N:3]([CH2:1][CH3:2])[C@@H:8]([CH3:9])[C:7](=[O:10])[NH:6][C:5]=4[CH:11]=3)[CH2:26][CH:25]=2)=[CH:20][CH:19]=1. (7) Given the reactants N[C:2]1[CH:3]=[CH:4][C:5]([CH2:8][C:9]([O:11][CH3:12])=[O:10])=[N:6][CH:7]=1.[CH2:13]=O.[BH3-][C:16]#[N:17].[Na+], predict the reaction product. The product is: [CH3:13][N:17]([CH3:16])[C:2]1[CH:3]=[CH:4][C:5]([CH2:8][C:9]([O:11][CH3:12])=[O:10])=[N:6][CH:7]=1. (8) Given the reactants C([C@@H]1C[C@H](O)C=C[C@@H]1CC(=O)C1C=CC=CC=1)(=O)C1C=CC=CC=1.N[C:26]1[N:34]=[C:33]2[C:29]([NH:30][CH:31]=[N:32]2)=[C:28]([Cl:35])[N:27]=1.C1C=CC(P(C2C=CC=CC=2)C2C=CC=CC=2)=CC=1.CCOC(/N=N/C(OCC)=O)=O, predict the reaction product. The product is: [Cl:35][C:28]1[N:27]=[CH:26][N:34]=[C:33]2[C:29]=1[NH:30][CH:31]=[N:32]2. (9) Given the reactants [F:1][C:2]1[CH:3]=[C:4]([Mg]Br)[CH:5]=[CH:6][CH:7]=1.[N:10]12[CH2:17][CH2:16][C:13]([C:18]([O:20]CC)=O)([CH2:14][CH2:15]1)[CH2:12][CH2:11]2, predict the reaction product. The product is: [N:10]12[CH2:11][CH2:12][C:13]([C:18]([C:6]3[CH:5]=[CH:4][CH:3]=[C:2]([F:1])[CH:7]=3)([C:4]3[CH:5]=[CH:6][CH:7]=[C:2]([F:1])[CH:3]=3)[OH:20])([CH2:14][CH2:15]1)[CH2:16][CH2:17]2.